From a dataset of Full USPTO retrosynthesis dataset with 1.9M reactions from patents (1976-2016). Predict the reactants needed to synthesize the given product. Given the product [N:1]([CH2:4][C:5]1[C:13]([C:12]#[CH:8])=[CH:14][C:25]([C:24]([NH2:21])=[O:28])=[C:7]([O:16][CH2:17][CH3:18])[CH:6]=1)=[N+:2]=[N-:3], predict the reactants needed to synthesize it. The reactants are: [N:1]([CH2:4][C:5]1[C:13]([C:14]#N)=[CH:12][C:8](C(O)=O)=[C:7]([O:16][CH2:17][CH3:18])[CH:6]=1)=[N+:2]=[N-:3].C([N:21]([CH2:24][CH3:25])CC)C.ClC(OCC)=[O:28].N.